Dataset: NCI-60 drug combinations with 297,098 pairs across 59 cell lines. Task: Regression. Given two drug SMILES strings and cell line genomic features, predict the synergy score measuring deviation from expected non-interaction effect. (1) Drug 1: C1=NC2=C(N=C(N=C2N1C3C(C(C(O3)CO)O)F)Cl)N. Drug 2: COCCOC1=C(C=C2C(=C1)C(=NC=N2)NC3=CC=CC(=C3)C#C)OCCOC.Cl. Cell line: NCI-H322M. Synergy scores: CSS=28.0, Synergy_ZIP=-2.88, Synergy_Bliss=0.0671, Synergy_Loewe=-0.369, Synergy_HSA=0.945. (2) Drug 1: CCCS(=O)(=O)NC1=C(C(=C(C=C1)F)C(=O)C2=CNC3=C2C=C(C=N3)C4=CC=C(C=C4)Cl)F. Drug 2: CC1=CC=C(C=C1)C2=CC(=NN2C3=CC=C(C=C3)S(=O)(=O)N)C(F)(F)F. Cell line: NCI-H460. Synergy scores: CSS=-5.16, Synergy_ZIP=1.23, Synergy_Bliss=-5.19, Synergy_Loewe=-8.43, Synergy_HSA=-7.93. (3) Drug 1: COC1=CC(=CC(=C1O)OC)C2C3C(COC3=O)C(C4=CC5=C(C=C24)OCO5)OC6C(C(C7C(O6)COC(O7)C8=CC=CS8)O)O. Drug 2: C1=NC2=C(N=C(N=C2N1C3C(C(C(O3)CO)O)F)Cl)N. Cell line: 786-0. Synergy scores: CSS=24.8, Synergy_ZIP=-7.01, Synergy_Bliss=-6.09, Synergy_Loewe=-10.8, Synergy_HSA=-2.97. (4) Drug 1: COC1=NC(=NC2=C1N=CN2C3C(C(C(O3)CO)O)O)N. Drug 2: CC1=C2C(C(=O)C3(C(CC4C(C3C(C(C2(C)C)(CC1OC(=O)C(C(C5=CC=CC=C5)NC(=O)OC(C)(C)C)O)O)OC(=O)C6=CC=CC=C6)(CO4)OC(=O)C)O)C)O. Cell line: DU-145. Synergy scores: CSS=4.46, Synergy_ZIP=-0.0326, Synergy_Bliss=1.33, Synergy_Loewe=-0.277, Synergy_HSA=-1.04. (5) Synergy scores: CSS=22.0, Synergy_ZIP=-1.84, Synergy_Bliss=0.150, Synergy_Loewe=-16.4, Synergy_HSA=2.19. Drug 1: CN(CCCl)CCCl.Cl. Cell line: OVCAR-4. Drug 2: CC1C(C(CC(O1)OC2CC(CC3=C2C(=C4C(=C3O)C(=O)C5=CC=CC=C5C4=O)O)(C(=O)C)O)N)O. (6) Drug 1: C1CN1C2=NC(=NC(=N2)N3CC3)N4CC4. Drug 2: CC(C)(C#N)C1=CC(=CC(=C1)CN2C=NC=N2)C(C)(C)C#N. Cell line: SW-620. Synergy scores: CSS=20.3, Synergy_ZIP=-5.18, Synergy_Bliss=6.47, Synergy_Loewe=-0.734, Synergy_HSA=0.636. (7) Drug 1: C1=NC2=C(N=C(N=C2N1C3C(C(C(O3)CO)O)F)Cl)N. Drug 2: CCC1(C2=C(COC1=O)C(=O)N3CC4=CC5=C(C=CC(=C5CN(C)C)O)N=C4C3=C2)O.Cl. Cell line: SF-539. Synergy scores: CSS=32.9, Synergy_ZIP=-0.218, Synergy_Bliss=0.833, Synergy_Loewe=-28.1, Synergy_HSA=0.516. (8) Drug 1: COC1=CC(=CC(=C1O)OC)C2C3C(COC3=O)C(C4=CC5=C(C=C24)OCO5)OC6C(C(C7C(O6)COC(O7)C8=CC=CS8)O)O. Drug 2: C(CC(=O)O)C(=O)CN.Cl. Cell line: M14. Synergy scores: CSS=25.9, Synergy_ZIP=-10.6, Synergy_Bliss=-7.47, Synergy_Loewe=-40.8, Synergy_HSA=-6.70. (9) Drug 1: C1=CC(=CC=C1CCCC(=O)O)N(CCCl)CCCl. Drug 2: CC1=C(C(=CC=C1)Cl)NC(=O)C2=CN=C(S2)NC3=CC(=NC(=N3)C)N4CCN(CC4)CCO. Cell line: HOP-92. Synergy scores: CSS=35.9, Synergy_ZIP=-8.13, Synergy_Bliss=0.717, Synergy_Loewe=-18.7, Synergy_HSA=4.03.